From a dataset of Reaction yield outcomes from USPTO patents with 853,638 reactions. Predict the reaction yield, written as a fraction of the theoretical maximum amount of product (1.0 means a 100% yield; for example, 0.34 means a 34% yield). (1) The reactants are [CH2:1]([N:3]1[C:8]([CH3:9])=[C:7]([CH3:10])[CH:6]=C(C#N)[C:4]1=[O:13])[CH3:2].[OH-:14].[K+].[CH2:16]([OH:18])[CH3:17]. No catalyst specified. The product is [CH2:1]([N:3]1[C:8]([CH3:9])=[C:7]([CH3:10])[CH:6]=[C:17]([C:16]([OH:14])=[O:18])[C:4]1=[O:13])[CH3:2]. The yield is 0.733. (2) The reactants are [Cl:1][C:2]1[CH:7]=[CH:6][C:5]([N:8]([CH3:20])[C:9](=[O:19])[C:10]2[CH:15]=[CH:14][C:13]([C:16]#[N:17])=[C:12]([CH3:18])[CH:11]=2)=[CH:4][CH:3]=1.[BH4-].[Na+]. The catalyst is CO.O.O.O.O.O.O.[Co](Cl)Cl. The product is [NH2:17][CH2:16][C:13]1[CH:14]=[CH:15][C:10]([C:9]([N:8]([C:5]2[CH:6]=[CH:7][C:2]([Cl:1])=[CH:3][CH:4]=2)[CH3:20])=[O:19])=[CH:11][C:12]=1[CH3:18]. The yield is 0.700. (3) The reactants are N[C:2]1[C:7]([Cl:8])=[C:6]([Cl:9])[N:5]=[CH:4][C:3]=1[C:10]([N:12]1[CH2:17][CH2:16][CH:15]([C:18]2[CH:23]=[CH:22][C:21]([F:24])=[CH:20][CH:19]=2)[CH2:14][CH2:13]1)=[O:11].C([N:27](CC)CC)C.[C:32](Cl)(=[O:39])[C:33]1[CH:38]=[CH:37][CH:36]=[CH:35][CH:34]=1.[Cl-].[NH4+]. The catalyst is ClCCl.CN(C1C=CN=CC=1)C.O. The product is [Cl:9][C:6]1[C:7]([Cl:8])=[C:2]([C:34]2[CH:35]=[CH:36][CH:37]=[CH:38][C:33]=2[C:32]([NH2:27])=[O:39])[C:3]([C:10]([N:12]2[CH2:13][CH2:14][CH:15]([C:18]3[CH:19]=[CH:20][C:21]([F:24])=[CH:22][CH:23]=3)[CH2:16][CH2:17]2)=[O:11])=[CH:4][N:5]=1. The yield is 0.970. (4) The reactants are [O:1]=[C:2]([CH2:6][CH3:7])[C:3]([OH:5])=[O:4].[CH2:8](O)[C:9]1[CH:14]=[CH:13][CH:12]=[CH:11][CH:10]=1.O. The catalyst is C1C=CC=CC=1. The product is [CH2:8]([O:4][C:3](=[O:5])[C:2](=[O:1])[CH2:6][CH3:7])[C:9]1[CH:14]=[CH:13][CH:12]=[CH:11][CH:10]=1. The yield is 0.600. (5) The reactants are [NH2:1][C:2]1[C:11]2[C:6](=[CH:7][CH:8]=[C:9]([NH:12][C:13](=[O:29])[C:14]3[CH:19]=[CH:18][CH:17]=[CH:16][C:15]=3[CH2:20][O:21][C:22]3[CH:27]=[CH:26][C:25]([CH3:28])=[CH:24][CH:23]=3)[CH:10]=2)[N:5]=[C:4]([C:30](OC)=[O:31])[CH:3]=1.[Cl-:34].[Na+].O. The catalyst is O1CCCC1.C(OCC)(=O)C. The product is [ClH:34].[NH2:1][C:2]1[C:11]2[C:6](=[CH:7][CH:8]=[C:9]([NH:12][C:13](=[O:29])[C:14]3[CH:19]=[CH:18][CH:17]=[CH:16][C:15]=3[CH2:20][O:21][C:22]3[CH:23]=[CH:24][C:25]([CH3:28])=[CH:26][CH:27]=3)[CH:10]=2)[N:5]=[C:4]([CH2:30][OH:31])[CH:3]=1. The yield is 0.670.